The task is: Predict the reactants needed to synthesize the given product.. This data is from Full USPTO retrosynthesis dataset with 1.9M reactions from patents (1976-2016). (1) The reactants are: [C:1]([C@H:4]1[CH2:6][C@@H:5]1[C:7]([O:9][CH3:10])=[O:8])(Cl)=[O:2].[Cl-].[Cl-].[Cl-].[Al+3].[Cl:15][C:16]1[C:25]2[O:24][CH2:23][CH2:22][CH2:21][C:20]=2[CH:19]=[CH:18][CH:17]=1.Cl. Given the product [Cl:15][C:16]1[C:25]2[O:24][CH2:23][CH2:22][CH2:21][C:20]=2[CH:19]=[C:18]([C:1]([C@H:4]2[CH2:6][C@@H:5]2[C:7]([O:9][CH3:10])=[O:8])=[O:2])[CH:17]=1, predict the reactants needed to synthesize it. (2) Given the product [Cl:1][C:2]1[CH:10]=[C:9]2[C:5]([C:6]([CH2:11][CH2:12][N:13]([CH2:14][C:15]3[CH:20]=[CH:19][CH:18]=[C:17]([O:21][CH2:22][C:23]([F:29])([F:28])[C:24]([F:25])([F:26])[F:27])[CH:16]=3)[CH:31]([CH3:33])[CH3:30])=[CH:7][NH:8]2)=[CH:4][CH:3]=1, predict the reactants needed to synthesize it. The reactants are: [Cl:1][C:2]1[CH:10]=[C:9]2[C:5]([C:6]([CH2:11][CH2:12][NH:13][CH2:14][C:15]3[CH:20]=[CH:19][CH:18]=[C:17]([O:21][CH2:22][C:23]([F:29])([F:28])[C:24]([F:27])([F:26])[F:25])[CH:16]=3)=[CH:7][NH:8]2)=[CH:4][CH:3]=1.[CH3:30][C:31]([CH3:33])=O.C([BH3-])#N.[Na+].CO. (3) Given the product [O:10]=[C:8]1[NH:9][CH:3]([CH:2]=[O:1])[CH2:4][CH2:5][CH2:6][CH2:7]1, predict the reactants needed to synthesize it. The reactants are: [OH:1][CH2:2][CH:3]1[NH:9][C:8](=[O:10])[CH2:7][CH2:6][CH2:5][CH2:4]1.CC(OI1(OC(C)=O)(OC(C)=O)OC(=O)C2C1=CC=CC=2)=O. (4) The reactants are: [O:1]1[CH:5]=[CH:4][CH:3]=[C:2]1[C:6]1[O:7][C:8]([CH3:34])=[C:9]([CH2:11][O:12][C:13]2[CH:33]=[CH:32][C:16]([CH2:17][O:18][C:19]3[C:23]([CH:24]=O)=[CH:22][N:21]([C:26]4[CH:31]=[CH:30][CH:29]=[CH:28][CH:27]=4)[N:20]=3)=[CH:15][CH:14]=2)[N:10]=1.C(OP([CH2:43][C:44]([O:46][CH2:47][CH3:48])=[O:45])(OCC)=O)C.CN(C)C=O.[H-].[Na+]. Given the product [O:1]1[CH:5]=[CH:4][CH:3]=[C:2]1[C:6]1[O:7][C:8]([CH3:34])=[C:9]([CH2:11][O:12][C:13]2[CH:14]=[CH:15][C:16]([CH2:17][O:18][C:19]3[C:23](/[CH:24]=[CH:43]/[C:44]([O:46][CH2:47][CH3:48])=[O:45])=[CH:22][N:21]([C:26]4[CH:31]=[CH:30][CH:29]=[CH:28][CH:27]=4)[N:20]=3)=[CH:32][CH:33]=2)[N:10]=1, predict the reactants needed to synthesize it. (5) The reactants are: [CH3:1][O:2][C:3]1[CH:8]=[CH:7][CH:6]=[CH:5][C:4]=1[C:9]1[N:17]2[C:12]([CH:13]=[N:14][C:15](O)=[N:16]2)=[CH:11][CH:10]=1.[NH2:19][C:20]1[CH:25]=[CH:24][C:23]([CH:26]2[N:31]([CH3:32])[CH2:30][CH2:29][N:28]([CH3:33])[C:27]2=[O:34])=[CH:22][CH:21]=1. Given the product [CH3:1][O:2][C:3]1[CH:8]=[CH:7][CH:6]=[CH:5][C:4]=1[C:9]1[N:17]2[C:12]([CH:13]=[N:14][C:15]([NH:19][C:20]3[CH:21]=[CH:22][C:23]([CH:26]4[N:31]([CH3:32])[CH2:30][CH2:29][N:28]([CH3:33])[C:27]4=[O:34])=[CH:24][CH:25]=3)=[N:16]2)=[CH:11][CH:10]=1, predict the reactants needed to synthesize it.